From a dataset of Reaction yield outcomes from USPTO patents with 853,638 reactions. Predict the reaction yield, written as a fraction of the theoretical maximum amount of product (1.0 means a 100% yield; for example, 0.34 means a 34% yield). (1) The reactants are [NH2:1][CH2:2][C@H:3]1[C@H:11]2[N:6]([C:7]3[CH:15]=[CH:14][C:13]([N:16]4[CH2:21][CH2:20][O:19][CH2:18][C:17]4=[O:22])=[CH:12][C:8]=3[O:9][CH2:10]2)[C:5](=[O:23])[O:4]1.[Cl:24][CH:25]([Cl:29])[C:26](Cl)=[O:27]. No catalyst specified. The product is [Cl:24][CH:25]([Cl:29])[C:26]([NH:1][CH2:2][C@H:3]1[C@H:11]2[N:6]([C:7]3[CH:15]=[CH:14][C:13]([N:16]4[CH2:21][CH2:20][O:19][CH2:18][C:17]4=[O:22])=[CH:12][C:8]=3[O:9][CH2:10]2)[C:5](=[O:23])[O:4]1)=[O:27]. The yield is 0.370. (2) The reactants are [CH3:1][O:2][C:3]1[CH:12]=[CH:11][C:6]2[C:7](=[O:10])[CH2:8][O:9][C:5]=2[C:4]=1[C:13]#[C:14][CH2:15][CH2:16][CH:17]1[CH2:22][CH2:21][N:20]([C:23]([O:25][C:26]([CH3:29])([CH3:28])[CH3:27])=[O:24])[CH2:19][CH2:18]1. The catalyst is C(O)C.[Pd].CC([O-])=O.CC([O-])=O.[Pb+2]. The product is [CH3:1][O:2][C:3]1[CH:12]=[CH:11][C:6]2[C:7](=[O:10])[CH2:8][O:9][C:5]=2[C:4]=1/[CH:13]=[CH:14]\[CH2:15][CH2:16][CH:17]1[CH2:18][CH2:19][N:20]([C:23]([O:25][C:26]([CH3:29])([CH3:28])[CH3:27])=[O:24])[CH2:21][CH2:22]1. The yield is 0.290. (3) The reactants are F[C:2]1[CH:7]=[CH:6][C:5]([N+:8]([O-:10])=[O:9])=[C:4]([F:11])[C:3]=1[CH3:12].[CH2:13]([OH:20])[C:14]1[CH:19]=[CH:18][CH:17]=[CH:16][CH:15]=1.C([O-])([O-])=O.[K+].[K+].O. The catalyst is CN(C=O)C. The yield is 0.330. The product is [CH2:13]([O:20][C:2]1[CH:7]=[CH:6][C:5]([N+:8]([O-:10])=[O:9])=[C:4]([F:11])[C:3]=1[CH3:12])[C:14]1[CH:19]=[CH:18][CH:17]=[CH:16][CH:15]=1. (4) The reactants are Br[C:2]1[CH:3]=[C:4]([C:8]2([C:19]3[CH:24]=[CH:23][N:22]=[C:21]([C:25]([F:28])([F:27])[F:26])[CH:20]=3)[C:16]3[C:11](=[C:12]([F:17])[CH:13]=[CH:14][CH:15]=3)[C:10]([NH2:18])=[N:9]2)[CH:5]=[CH:6][CH:7]=1.C([Sn](CCCC)(CCCC)[C:34]1[CH:39]=[N:38][CH:37]=[CH:36][N:35]=1)CCC. The catalyst is CN(C=O)C.[Cl-].[Na+].O.C1C=CC([P]([Pd]([P](C2C=CC=CC=2)(C2C=CC=CC=2)C2C=CC=CC=2)([P](C2C=CC=CC=2)(C2C=CC=CC=2)C2C=CC=CC=2)[P](C2C=CC=CC=2)(C2C=CC=CC=2)C2C=CC=CC=2)(C2C=CC=CC=2)C2C=CC=CC=2)=CC=1. The product is [F:17][C:12]1[CH:13]=[CH:14][CH:15]=[C:16]2[C:11]=1[C:10]([NH2:18])=[N:9][C:8]2([C:4]1[CH:3]=[CH:2][CH:7]=[C:6]([C:34]2[CH:39]=[N:38][CH:37]=[CH:36][N:35]=2)[CH:5]=1)[C:19]1[CH:24]=[CH:23][N:22]=[C:21]([C:25]([F:26])([F:27])[F:28])[CH:20]=1. The yield is 0.140. (5) The reactants are CCN(C(C)C)C(C)C.[CH3:10][C:11]1[O:15][N:14]=[C:13]([C:16]([OH:18])=O)[CH:12]=1.C1C=CC2N(O)N=NC=2C=1.CCN=C=NCCCN(C)C.Cl.[NH2:41][CH2:42][C:43]([N:45]1[CH2:50][CH2:49][N:48]([C:51](=[O:62])[C:52]2[CH:57]=[CH:56][CH:55]=[CH:54][C:53]=2[C:58]([F:61])([F:60])[F:59])[CH2:47][CH2:46]1)=[O:44]. The catalyst is CN(C=O)C.O. The product is [O:44]=[C:43]([N:45]1[CH2:46][CH2:47][N:48]([C:51](=[O:62])[C:52]2[CH:57]=[CH:56][CH:55]=[CH:54][C:53]=2[C:58]([F:61])([F:60])[F:59])[CH2:49][CH2:50]1)[CH2:42][NH:41][C:16]([C:13]1[CH:12]=[C:11]([CH3:10])[O:15][N:14]=1)=[O:18]. The yield is 0.586. (6) The reactants are [CH:1]1[C:10]2[C:5](=[CH:6][CH:7]=[CH:8][CH:9]=2)[CH:4]=[C:3]([NH2:11])[N:2]=1.[Cl:12]N1C(=O)CCC1=O. The catalyst is CO. The product is [Cl:12][C:4]1[C:5]2[C:10](=[CH:9][CH:8]=[CH:7][CH:6]=2)[CH:1]=[N:2][C:3]=1[NH2:11]. The yield is 0.840. (7) The yield is 0.570. The catalyst is C(O)C. The reactants are [NH2:1][C:2]1[NH:6][N:5]=[C:4]([NH:7][C:8]2[CH:9]=[N:10][CH:11]=[CH:12][CH:13]=2)[C:3]=1[C:14]([NH2:16])=[O:15].[CH:17](=O)[C:18]1[CH:23]=[CH:22][CH:21]=[CH:20][CH:19]=1.N1CCCCC1. The product is [CH:17](=[N:1][C:2]1[NH:6][N:5]=[C:4]([NH:7][C:8]2[CH:9]=[N:10][CH:11]=[CH:12][CH:13]=2)[C:3]=1[C:14]([NH2:16])=[O:15])[C:18]1[CH:23]=[CH:22][CH:21]=[CH:20][CH:19]=1.